This data is from Merck oncology drug combination screen with 23,052 pairs across 39 cell lines. The task is: Regression. Given two drug SMILES strings and cell line genomic features, predict the synergy score measuring deviation from expected non-interaction effect. Drug 2: CS(=O)(=O)CCNCc1ccc(-c2ccc3ncnc(Nc4ccc(OCc5cccc(F)c5)c(Cl)c4)c3c2)o1. Synergy scores: synergy=-1.64. Drug 1: N#Cc1ccc(Cn2cncc2CN2CCN(c3cccc(Cl)c3)C(=O)C2)cc1. Cell line: MSTO.